This data is from Forward reaction prediction with 1.9M reactions from USPTO patents (1976-2016). The task is: Predict the product of the given reaction. (1) Given the reactants [C:1]([O:5][C:6](=[O:23])[NH:7][C:8]1[S:9][CH:10]=[CH:11][C@:12]([C:15]2[CH:20]=[CH:19][CH:18]=[C:17]([F:21])[C:16]=2[F:22])([CH3:14])[N:13]=1)([CH3:4])([CH3:3])[CH3:2].C(=O)([O-])[O-].[K+].[K+].[CH3:30][O:31][C:32]1[CH:39]=[CH:38][C:35]([CH2:36]Cl)=[CH:34][CH:33]=1, predict the reaction product. The product is: [C:1]([O:5][C:6](=[O:23])[N:7]([C:8]1[S:9][CH:10]=[CH:11][C@:12]([C:15]2[CH:20]=[CH:19][CH:18]=[C:17]([F:21])[C:16]=2[F:22])([CH3:14])[N:13]=1)[CH2:36][C:35]1[CH:38]=[CH:39][C:32]([O:31][CH3:30])=[CH:33][CH:34]=1)([CH3:2])([CH3:3])[CH3:4]. (2) Given the reactants [F:1][C:2]([F:34])([F:33])[C:3]([C:12]1[CH:29]=[CH:28][C:15]([O:16][C:17]2[CH:18]=[CH:19][C:20]([N+:25]([O-:27])=[O:26])=[C:21]([CH:24]=2)[CH:22]=[O:23])=[C:14]([CH2:30][CH2:31][CH3:32])[CH:13]=1)([O:8][CH2:9][O:10][CH3:11])[C:4]([F:7])([F:6])[F:5].[BH4-].[Na+].O.Cl, predict the reaction product. The product is: [F:1][C:2]([F:33])([F:34])[C:3]([C:12]1[CH:29]=[CH:28][C:15]([O:16][C:17]2[CH:18]=[CH:19][C:20]([N+:25]([O-:27])=[O:26])=[C:21]([CH2:22][OH:23])[CH:24]=2)=[C:14]([CH2:30][CH2:31][CH3:32])[CH:13]=1)([O:8][CH2:9][O:10][CH3:11])[C:4]([F:5])([F:7])[F:6].